This data is from Forward reaction prediction with 1.9M reactions from USPTO patents (1976-2016). The task is: Predict the product of the given reaction. (1) The product is: [CH3:8][C:3]1[C:2]([B:12]2[O:13][C:14]([CH3:16])([CH3:15])[C:10]([CH3:26])([CH3:9])[O:11]2)=[CH:7][N:6]=[CH:5][N:4]=1. Given the reactants Br[C:2]1[C:3]([CH3:8])=[N:4][CH:5]=[N:6][CH:7]=1.[CH3:9][C:10]1([CH3:26])[C:14]([CH3:16])([CH3:15])[O:13][B:12]([B:12]2[O:13][C:14]([CH3:16])([CH3:15])[C:10]([CH3:26])([CH3:9])[O:11]2)[O:11]1.CC([O-])=O.[K+], predict the reaction product. (2) The product is: [F:1][C:2]1[CH:7]=[CH:6][C:5]([C:8]2[S:12][C:11](/[CH:13]=[CH:14]/[C:15]([O:17][CH3:18])=[O:16])=[C:10]([C:19]3[N:20]([CH3:26])[N:21]=[N:22][N:23]=3)[CH:9]=2)=[CH:4][CH:3]=1.[F:1][C:2]1[CH:3]=[CH:4][C:5]([C:8]2[S:12][C:11](/[CH:13]=[CH:14]/[C:15]([O:17][CH3:18])=[O:16])=[C:10]([C:19]3[N:20]=[N:21][N:22]([CH3:24])[N:23]=3)[CH:9]=2)=[CH:6][CH:7]=1. Given the reactants [F:1][C:2]1[CH:7]=[CH:6][C:5]([C:8]2[S:12][C:11](/[CH:13]=[CH:14]/[C:15]([O:17][CH3:18])=[O:16])=[C:10]([C:19]3[N:20]=[N:21][N:22]([CH3:24])[N:23]=3)[CH:9]=2)=[CH:4][CH:3]=1.F[C:26]1C=CC(C2SC(/C=C/C(O)=O)=C(C3NN=NN=3)C=2)=CC=1.C(=O)([O-])[O-].[K+].[K+].CI, predict the reaction product. (3) Given the reactants Cl.[OH:2][NH2:3].O[C:5]1[C:14]2[C:9](=[CH:10][CH:11]=[CH:12][CH:13]=2)[O:8][C:7](=[O:15])[CH:6]=1.C([O-])(=O)C.[Na+], predict the reaction product. The product is: [O:2]1[C:13]2[CH:12]=[CH:11][CH:10]=[CH:9][C:14]=2[C:5]([CH2:6][C:7]([OH:15])=[O:8])=[N:3]1. (4) Given the reactants [Cl:1][C:2]1[CH:7]=[CH:6][C:5]([C:8]2[N:12]([C:13]3[CH:18]=[CH:17][C:16]([Cl:19])=[CH:15][C:14]=3[Cl:20])[N:11]=[C:10]([C:21]([OH:23])=O)[N:9]=2)=[CH:4][CH:3]=1.C(N(C(C)C)CC)(C)C.F[P-](F)(F)(F)(F)F.N1(OC(N(C)C)=[N+](C)C)[C:44]2[CH:45]=[CH:46][CH:47]=C[C:43]=2[N:42]=[N:41]1.NN1CCCCC1.C([O-])(O)=O.[Na+], predict the reaction product. The product is: [ClH:1].[Cl:1][C:2]1[CH:7]=[CH:6][C:5]([C:8]2[N:12]([C:13]3[CH:18]=[CH:17][C:16]([Cl:19])=[CH:15][C:14]=3[Cl:20])[N:11]=[C:10]([C:21]([NH:41][N:42]3[CH2:47][CH2:46][CH2:45][CH2:44][CH2:43]3)=[O:23])[N:9]=2)=[CH:4][CH:3]=1. (5) Given the reactants [CH3:1][O:2][C:3]1[CH:18]=[CH:17][C:6]([O:7][CH2:8][C:9]([C:11]2[CH:16]=[CH:15][CH:14]=[CH:13][CH:12]=2)=O)=[C:5]([N+:19]([O-])=O)[CH:4]=1, predict the reaction product. The product is: [CH3:1][O:2][C:3]1[CH:18]=[CH:17][C:6]2[O:7][CH2:8][CH:9]([C:11]3[CH:16]=[CH:15][CH:14]=[CH:13][CH:12]=3)[NH:19][C:5]=2[CH:4]=1. (6) The product is: [Cl:23][C:3]1[CH:4]=[C:5]([S:8]([NH2:11])(=[O:10])=[O:9])[CH:6]=[CH:7][C:2]=1[NH:22][CH2:21][CH:18]1[CH2:19][CH2:20][O:15][CH2:16][CH2:17]1. Given the reactants Cl[C:2]1[CH:7]=[CH:6][C:5]([S:8]([NH2:11])(=[O:10])=[O:9])=[CH:4][C:3]=1[N+]([O-])=O.[O:15]1[CH2:20][CH2:19][CH:18]([CH2:21][NH2:22])[CH2:17][CH2:16]1.[ClH:23].Cl.CN1CCN(N)CC1.CCN(C(C)C)C(C)C.CN(C)CCN(C)C, predict the reaction product. (7) Given the reactants [NH2:1][CH2:2][C@H:3]1[N:8]([C:9]([C:11]2[N:12]=[C:13]([CH3:23])[S:14][C:15]=2[C:16]2[CH:21]=[CH:20][CH:19]=[C:18]([Cl:22])[CH:17]=2)=[O:10])[CH2:7][C@H:6]2[C@@H:4]1[CH2:5]2.[O:24]1[CH2:29][CH2:28][O:27][C:26]2=[C:30]([C:33](O)=[O:34])[S:31][CH:32]=[C:25]12, predict the reaction product. The product is: [Cl:22][C:18]1[CH:17]=[C:16]([C:15]2[S:14][C:13]([CH3:23])=[N:12][C:11]=2[C:9]([N:8]2[CH2:7][C@H:6]3[C@H:4]([CH2:5]3)[C@H:3]2[CH2:2][NH:1][C:33]([C:30]2[S:31][CH:32]=[C:25]3[C:26]=2[O:27][CH2:28][CH2:29][O:24]3)=[O:34])=[O:10])[CH:21]=[CH:20][CH:19]=1. (8) Given the reactants C([N:8]([CH:27]1[CH2:30][N:29]([S:31]([C:34]2[CH:39]=[CH:38][C:37]([O:40][CH2:41][CH2:42][CH2:43][CH3:44])=[CH:36][CH:35]=2)(=[O:33])=[O:32])[CH2:28]1)[CH2:9][CH:10]([OH:26])[CH2:11][O:12][C:13]1[C:25]2[C:24]3[C:19](=[CH:20][CH:21]=[CH:22][CH:23]=3)[NH:18][C:17]=2[CH:16]=[CH:15][CH:14]=1)C1C=CC=CC=1.C([O-])=O.[NH4+], predict the reaction product. The product is: [CH2:41]([O:40][C:37]1[CH:38]=[CH:39][C:34]([S:31]([N:29]2[CH2:28][CH:27]([NH:8][CH2:9][CH:10]([OH:26])[CH2:11][O:12][C:13]3[C:25]4[C:24]5[C:19](=[CH:20][CH:21]=[CH:22][CH:23]=5)[NH:18][C:17]=4[CH:16]=[CH:15][CH:14]=3)[CH2:30]2)(=[O:33])=[O:32])=[CH:35][CH:36]=1)[CH2:42][CH2:43][CH3:44]. (9) Given the reactants [F:1][C:2]([F:21])([F:20])[O:3][C:4]1[CH:9]=[CH:8][C:7]([S:10]([N:13]2[CH2:18][CH2:17][C:16](=O)[CH2:15][CH2:14]2)(=[O:12])=[O:11])=[CH:6][CH:5]=1.C(OP([CH:30]([O:36][CH3:37])[C:31]([O:33][CH2:34][CH3:35])=[O:32])(OCC)=O)C.CN1CCCN(C)C1=O.[H-].[Na+], predict the reaction product. The product is: [CH3:37][O:36][C:30](=[C:16]1[CH2:15][CH2:14][N:13]([S:10]([C:7]2[CH:8]=[CH:9][C:4]([O:3][C:2]([F:20])([F:21])[F:1])=[CH:5][CH:6]=2)(=[O:11])=[O:12])[CH2:18][CH2:17]1)[C:31]([O:33][CH2:34][CH3:35])=[O:32].